Dataset: TCR-epitope binding with 47,182 pairs between 192 epitopes and 23,139 TCRs. Task: Binary Classification. Given a T-cell receptor sequence (or CDR3 region) and an epitope sequence, predict whether binding occurs between them. (1) The epitope is AIMTRCLAV. The TCR CDR3 sequence is CASRSFGGAYNEQFF. Result: 1 (the TCR binds to the epitope). (2) The epitope is LLQTGIHVRVSQPSL. The TCR CDR3 sequence is CSVGQGTGKQETQYF. Result: 1 (the TCR binds to the epitope).